The task is: Predict the reaction yield, written as a fraction of the theoretical maximum amount of product (1.0 means a 100% yield; for example, 0.34 means a 34% yield).. This data is from Reaction yield outcomes from USPTO patents with 853,638 reactions. (1) The reactants are [CH3:1][N:2]1[CH:6]=[C:5]([C:7]#[C:8][C:9]#[C:10][C:11]2[CH:20]=[CH:19][C:14]([C:15]([O:17]C)=[O:16])=[CH:13][CH:12]=2)[CH:4]=[N:3]1.CO.Cl.C([O-])(O)=O.[Na+]. The catalyst is C1COCC1.O. The product is [CH3:1][N:2]1[CH:6]=[C:5]([C:7]#[C:8][C:9]#[C:10][C:11]2[CH:12]=[CH:13][C:14]([C:15]([OH:17])=[O:16])=[CH:19][CH:20]=2)[CH:4]=[N:3]1. The yield is 0.410. (2) The reactants are Br[C:2]1[CH:13]=[CH:12][C:5]([CH2:6][N:7]2[CH2:11][CH2:10][CH2:9][CH2:8]2)=[CH:4][CH:3]=1.C(O)(C)C.C(=O)=O.C([Li])CCC.[N:26]1([CH2:32][CH:33]2[CH2:36][C:35](=[O:37])[CH2:34]2)[CH2:31][CH2:30][CH2:29][CH2:28]C1. The catalyst is C1COCC1. The product is [N:26]1([CH2:32][CH:33]2[CH2:36][C:35]([C:2]3[CH:13]=[CH:12][C:5]([CH2:6][N:7]4[CH2:11][CH2:10][CH2:9][CH2:8]4)=[CH:4][CH:3]=3)([OH:37])[CH2:34]2)[CH2:28][CH2:29][CH2:30][CH2:31]1. The yield is 0.580. (3) The reactants are [NH:1]1[CH2:6][CH2:5][O:4][CH2:3][CH2:2]1.Cl[CH2:8][Si:9]([O:16][CH2:17][CH3:18])([O:13][CH2:14][CH3:15])[O:10][CH2:11][CH3:12].C(N)CN. No catalyst specified. The product is [NH:1]1[CH2:6][CH2:5][O:4][CH2:3][CH2:2]1.[CH2:14]([O:13][Si:9]([CH2:8][N:1]1[CH2:6][CH2:5][O:4][CH2:3][CH2:2]1)([O:16][CH2:17][CH3:18])[O:10][CH2:11][CH3:12])[CH3:15]. The yield is 0.450. (4) The reactants are [C:1]([Si:5]([C:25]1C=CC=CC=1)([C:19]1C=CC=CC=1)[O:6][CH2:7][CH2:8][O:9][C:10]1[CH:11]=[CH:12][C:13]([N+:16]([O-])=O)=[N:14][CH:15]=1)([CH3:4])([CH3:3])[CH3:2]. The catalyst is CO.[Pd]. The product is [C:1]([Si:5]([CH3:25])([CH3:19])[O:6][CH2:7][CH2:8][O:9][C:10]1[CH:11]=[CH:12][C:13]([NH2:16])=[N:14][CH:15]=1)([CH3:4])([CH3:3])[CH3:2]. The yield is 0.599.